This data is from Full USPTO retrosynthesis dataset with 1.9M reactions from patents (1976-2016). The task is: Predict the reactants needed to synthesize the given product. (1) Given the product [CH3:1][NH:2][C:3]([CH:5]1[CH2:9][CH2:8][CH2:7][N:6]1[S:10]([C:13]1[CH:18]=[CH:17][C:16]([N:19]2[CH2:28][CH2:27][CH:22]([NH:29][CH2:30][C@H:31]([OH:44])[CH2:32][O:33][C:34]3[C:42]4[NH:41][C:40](=[O:43])[NH:39][C:38]=4[CH:37]=[CH:36][CH:35]=3)[CH2:21][CH2:20]2)=[CH:15][CH:14]=1)(=[O:12])=[O:11])=[O:4], predict the reactants needed to synthesize it. The reactants are: [CH3:1][NH:2][C:3]([CH:5]1[CH2:9][CH2:8][CH2:7][N:6]1[S:10]([C:13]1[CH:18]=[CH:17][C:16]([N:19]2[CH2:28][CH2:27][C:22]3(OCCO3)[CH2:21][CH2:20]2)=[CH:15][CH:14]=1)(=[O:12])=[O:11])=[O:4].[NH2:29][CH2:30][C@H:31]([OH:44])[CH2:32][O:33][C:34]1[C:42]2[NH:41][C:40](=[O:43])[NH:39][C:38]=2[CH:37]=[CH:36][CH:35]=1. (2) Given the product [Br:25][C:26]1[CH:27]=[CH:28][C:29]([CH:32]2[CH2:33][N:34]([C:6]([C:5]3[CH:9]=[CH:10][C:2]([Cl:1])=[C:3]([NH:11][C:12](=[O:13])[C:14]4[CH:19]=[CH:18][C:17]([NH:20][CH:21]([CH3:23])[CH3:22])=[N:16][CH:15]=4)[CH:4]=3)=[O:8])[CH2:35]2)=[CH:30][CH:31]=1, predict the reactants needed to synthesize it. The reactants are: [Cl:1][C:2]1[CH:10]=[CH:9][C:5]([C:6]([OH:8])=O)=[CH:4][C:3]=1[NH:11][C:12]([C:14]1[CH:15]=[N:16][C:17]([NH:20][CH:21]([CH3:23])[CH3:22])=[CH:18][CH:19]=1)=[O:13].Cl.[Br:25][C:26]1[CH:31]=[CH:30][C:29]([CH:32]2[CH2:35][NH:34][CH2:33]2)=[CH:28][CH:27]=1.C(N(CC)C(C)C)(C)C.C([O-])([O-])=O.[Na+].[Na+]. (3) Given the product [CH2:16]([N:1]1[CH2:6][CH2:5][CH2:4][CH2:3][CH2:2]1)[C:15]#[CH:14], predict the reactants needed to synthesize it. The reactants are: [NH:1]1[CH2:6][CH2:5][CH2:4][CH2:3][CH2:2]1.C([O-])([O-])=O.[Cs+].[Cs+].Br[CH2:14][C:15]#[CH:16]. (4) Given the product [F:1][C:2]1[CH:3]=[CH:4][C:5]([C:8]2[CH:12]=[C:11]([CH2:13][CH2:14][CH2:15][N:28]3[CH2:27][CH2:26][N:25]([C:20]4[CH:21]=[CH:22][CH:23]=[CH:24][C:19]=4[O:18][CH3:17])[CH2:30][CH2:29]3)[O:10][N:9]=2)=[CH:6][CH:7]=1, predict the reactants needed to synthesize it. The reactants are: [F:1][C:2]1[CH:7]=[CH:6][C:5]([C:8]2[CH:12]=[C:11]([CH2:13][CH2:14][CH:15]=O)[O:10][N:9]=2)=[CH:4][CH:3]=1.[CH3:17][O:18][C:19]1[CH:24]=[CH:23][CH:22]=[CH:21][C:20]=1[N:25]1[CH2:30][CH2:29][NH:28][CH2:27][CH2:26]1.[BH-](OC(C)=O)(OC(C)=O)OC(C)=O.[Na+]. (5) Given the product [ClH:1].[CH3:13][O:12][C:9]1[CH:10]=[C:11]2[C:6](=[CH:7][C:8]=1[O:14][CH3:15])[N:5]=[CH:4][CH:3]=[C:2]2[O:16][C:17]1[CH:30]=[CH:29][C:28]([CH3:31])=[CH:27][C:18]=1[C:19]([C:21]1[CH:22]=[CH:23][CH:24]=[CH:25][CH:26]=1)=[O:20], predict the reactants needed to synthesize it. The reactants are: [Cl:1][C:2]1[C:11]2[C:6](=[CH:7][C:8]([O:14][CH3:15])=[C:9]([O:12][CH3:13])[CH:10]=2)[N:5]=[CH:4][CH:3]=1.[OH:16][C:17]1[CH:30]=[CH:29][C:28]([CH3:31])=[CH:27][C:18]=1[C:19]([C:21]1[CH:26]=[CH:25][CH:24]=[CH:23][CH:22]=1)=[O:20].[OH-].[Na+]. (6) The reactants are: Br[C:2]1[CH:3]=[CH:4][C:5]([N+:10]([O-:12])=[O:11])=[C:6]([CH:9]=1)[CH:7]=[O:8].[CH2:13](N(CC)CC)[CH3:14].C=C. Given the product [CH:13]([C:2]1[CH:3]=[CH:4][C:5]([N+:10]([O-:12])=[O:11])=[C:6]([CH:9]=1)[CH:7]=[O:8])=[CH2:14], predict the reactants needed to synthesize it. (7) Given the product [CH2:31]([N:38]1[CH2:39][CH2:10][CH:9]([N:8]([C:16]2[CH:15]=[C:14]3[C:13]([CH2:64][CH2:66][NH:17]3)=[CH:12][CH:11]=2)[C:6](=[O:7])/[CH:53]=[CH:54]/[C:55]2[CH:60]=[CH:59][CH:58]=[CH:57][CH:56]=2)[CH2:42][CH2:43]1)[C:32]1[CH:33]=[CH:34][CH:35]=[CH:36][CH:37]=1, predict the reactants needed to synthesize it. The reactants are: C(O[C:6]([N:8]1[C:16]2[C:11](=[CH:12][CH:13]=[C:14]([NH:17]C3CCN(CC4C=CC=CC=4)CC3)[CH:15]=2)[CH2:10][CH2:9]1)=[O:7])(C)(C)C.[CH2:31]([N:38]1[CH2:43][CH2:42]C(=O)C[CH2:39]1)[C:32]1[CH:37]=[CH:36][CH:35]=[CH:34][CH:33]=1.C(OC(N1[C:60]2[C:55](=[CH:56][CH:57]=[C:58](N)[CH:59]=2)[CH2:54][CH2:53]1)=O)(C)(C)C.[BH-](OC(C)=O)(OC(C)=O)O[C:64]([CH3:66])=O.[Na+].CC(O)=O. (8) Given the product [Cl:33][C:34]1[N:35]=[CH:36][C:37]([C:2]2[N:10]3[C:5]([CH:6]=[N:7][C:8]([NH:11][C:12]4[CH:17]=[CH:16][C:15]([N:18]5[CH2:19][CH2:20][CH:21]([N:24]6[CH2:29][CH2:28][N:27]([CH3:30])[CH2:26][CH2:25]6)[CH2:22][CH2:23]5)=[CH:14][C:13]=4[O:31][CH3:32])=[N:9]3)=[CH:4][CH:3]=2)=[CH:38][CH:39]=1, predict the reactants needed to synthesize it. The reactants are: Br[C:2]1[N:10]2[C:5]([CH:6]=[N:7][C:8]([NH:11][C:12]3[CH:17]=[CH:16][C:15]([N:18]4[CH2:23][CH2:22][CH:21]([N:24]5[CH2:29][CH2:28][N:27]([CH3:30])[CH2:26][CH2:25]5)[CH2:20][CH2:19]4)=[CH:14][C:13]=3[O:31][CH3:32])=[N:9]2)=[CH:4][CH:3]=1.[Cl:33][C:34]1[CH:39]=[CH:38][C:37](B(O)O)=[CH:36][N:35]=1. (9) Given the product [NH2:17][CH2:18][C:19]([NH:22][C:23]1[CH:24]=[C:25]([C:29]2[N:34]=[C:33]([C:35]3[CH:40]=[CH:39][CH:38]=[C:37]([CH2:41][OH:42])[CH:36]=3)[CH:32]=[C:31]([N:43]3[CH2:44][CH2:45][O:46][CH2:47][CH2:48]3)[N:30]=2)[CH:26]=[CH:27][CH:28]=1)=[O:20], predict the reactants needed to synthesize it. The reactants are: C(N(C(C)C)CC)(C)C.C(OC([NH:17][CH2:18][C:19](O)=[O:20])=O)(C)(C)C.[NH2:22][C:23]1[CH:24]=[C:25]([C:29]2[N:34]=[C:33]([C:35]3[CH:40]=[CH:39][CH:38]=[C:37]([CH2:41][OH:42])[CH:36]=3)[CH:32]=[C:31]([N:43]3[CH2:48][CH2:47][O:46][CH2:45][CH2:44]3)[N:30]=2)[CH:26]=[CH:27][CH:28]=1.